Task: Regression. Given two drug SMILES strings and cell line genomic features, predict the synergy score measuring deviation from expected non-interaction effect.. Dataset: NCI-60 drug combinations with 297,098 pairs across 59 cell lines (1) Drug 1: CCC1=CC2CC(C3=C(CN(C2)C1)C4=CC=CC=C4N3)(C5=C(C=C6C(=C5)C78CCN9C7C(C=CC9)(C(C(C8N6C)(C(=O)OC)O)OC(=O)C)CC)OC)C(=O)OC.C(C(C(=O)O)O)(C(=O)O)O. Drug 2: C1=NC2=C(N=C(N=C2N1C3C(C(C(O3)CO)O)F)Cl)N. Cell line: BT-549. Synergy scores: CSS=47.2, Synergy_ZIP=-7.04, Synergy_Bliss=-9.46, Synergy_Loewe=-12.8, Synergy_HSA=-4.94. (2) Drug 1: CC1CCC2CC(C(=CC=CC=CC(CC(C(=O)C(C(C(=CC(C(=O)CC(OC(=O)C3CCCCN3C(=O)C(=O)C1(O2)O)C(C)CC4CCC(C(C4)OC)OCCO)C)C)O)OC)C)C)C)OC. Drug 2: C1=CC=C(C(=C1)C(C2=CC=C(C=C2)Cl)C(Cl)Cl)Cl. Cell line: U251. Synergy scores: CSS=-3.12, Synergy_ZIP=3.38, Synergy_Bliss=3.82, Synergy_Loewe=2.83, Synergy_HSA=-1.95. (3) Drug 1: CN(C(=O)NC(C=O)C(C(C(CO)O)O)O)N=O. Drug 2: CC(C)NC(=O)C1=CC=C(C=C1)CNNC.Cl. Cell line: UACC-257. Synergy scores: CSS=2.18, Synergy_ZIP=-0.232, Synergy_Bliss=1.89, Synergy_Loewe=2.04, Synergy_HSA=1.49. (4) Drug 1: CC1=C(C=C(C=C1)NC(=O)C2=CC=C(C=C2)CN3CCN(CC3)C)NC4=NC=CC(=N4)C5=CN=CC=C5. Drug 2: CCCCCOC(=O)NC1=NC(=O)N(C=C1F)C2C(C(C(O2)C)O)O. Cell line: SNB-19. Synergy scores: CSS=-1.60, Synergy_ZIP=5.04, Synergy_Bliss=3.69, Synergy_Loewe=-3.79, Synergy_HSA=-4.12. (5) Drug 1: C1=CC(=CC=C1CCC2=CNC3=C2C(=O)NC(=N3)N)C(=O)NC(CCC(=O)O)C(=O)O. Drug 2: CC1C(C(CC(O1)OC2CC(CC3=C2C(=C4C(=C3O)C(=O)C5=C(C4=O)C(=CC=C5)OC)O)(C(=O)C)O)N)O.Cl. Cell line: M14. Synergy scores: CSS=24.7, Synergy_ZIP=-3.94, Synergy_Bliss=-2.48, Synergy_Loewe=-3.45, Synergy_HSA=0.158. (6) Drug 1: CCC1=CC2CC(C3=C(CN(C2)C1)C4=CC=CC=C4N3)(C5=C(C=C6C(=C5)C78CCN9C7C(C=CC9)(C(C(C8N6C)(C(=O)OC)O)OC(=O)C)CC)OC)C(=O)OC.C(C(C(=O)O)O)(C(=O)O)O. Drug 2: CCN(CC)CCCC(C)NC1=C2C=C(C=CC2=NC3=C1C=CC(=C3)Cl)OC. Cell line: SNB-75. Synergy scores: CSS=38.2, Synergy_ZIP=-12.1, Synergy_Bliss=-5.39, Synergy_Loewe=-3.29, Synergy_HSA=-2.91.